This data is from Catalyst prediction with 721,799 reactions and 888 catalyst types from USPTO. The task is: Predict which catalyst facilitates the given reaction. (1) The catalyst class is: 50. Product: [F:30][C:27]([F:28])([F:29])[C:22]([C:19]1[CH:20]=[N:21][C:16]([N:13]2[CH2:14][CH2:15][N:10]([S:7]([C:5]3[S:6][CH:2]=[CH:3][CH:4]=3)(=[O:9])=[O:8])[CH2:11][C@@H:12]2[CH2:32][CH:33]2[CH2:38][CH2:37][O:36][CH2:35][CH2:34]2)=[N:17][CH:18]=1)([OH:31])[C:23]([F:24])([F:26])[F:25]. Reactant: Br[C:2]1[S:6][C:5]([S:7]([N:10]2[CH2:15][CH2:14][N:13]([C:16]3[N:21]=[CH:20][C:19]([C:22]([OH:31])([C:27]([F:30])([F:29])[F:28])[C:23]([F:26])([F:25])[F:24])=[CH:18][N:17]=3)[C@@H:12]([CH2:32][CH:33]3[CH2:38][CH2:37][O:36][CH2:35][CH2:34]3)[CH2:11]2)(=[O:9])=[O:8])=[CH:4][CH:3]=1. (2) Reactant: [NH:1]1[CH2:6][CH2:5][CH:4]([CH2:7][OH:8])[CH2:3][CH2:2]1.C(N(CC)CC)C.[CH3:16][S:17](Cl)(=[O:19])=[O:18]. Product: [CH3:16][S:17]([O:8][CH2:7][CH:4]1[CH2:5][CH2:6][N:1]([S:17]([CH3:16])(=[O:19])=[O:18])[CH2:2][CH2:3]1)(=[O:19])=[O:18]. The catalyst class is: 3. (3) Reactant: [CH3:1][C:2]1([C:13]([NH:15][C@H:16]([C:25](=[O:34])[CH2:26][O:27][C:28]2[CH:33]=[CH:32][CH:31]=[CH:30][CH:29]=2)[CH2:17][C:18]([O:20]C(C)(C)C)=[O:19])=[O:14])[O:6][N:5]=[C:4]([C:7]2[CH:12]=[CH:11][CH:10]=[CH:9][CH:8]=2)[CH2:3]1.FC(F)(F)C(O)=O. Product: [CH3:1][C:2]1([C:13]([NH:15][C@H:16]([C:25](=[O:34])[CH2:26][O:27][C:28]2[CH:33]=[CH:32][CH:31]=[CH:30][CH:29]=2)[CH2:17][C:18]([OH:20])=[O:19])=[O:14])[O:6][N:5]=[C:4]([C:7]2[CH:8]=[CH:9][CH:10]=[CH:11][CH:12]=2)[CH2:3]1. The catalyst class is: 4. (4) Reactant: [Cl:1][C:2]1[CH:7]=[C:6]2[NH:8][C:9](=[O:45])[C@@:10]3([C@H:14]([CH2:15][C@H:16]([CH3:21])[C:17]([F:20])([F:19])[F:18])[NH:13][C@@H:12]([C:22]([NH:24][C:25]4[CH:34]=[CH:33][C:28]([C:29]([O:31]C)=[O:30])=[CH:27][C:26]=4[O:35][CH3:36])=[O:23])[C@@H:11]3[C:37]3[CH:42]=[CH:41][CH:40]=[C:39]([Cl:43])[C:38]=3[F:44])[C:5]2=[CH:4][CH:3]=1.O.[OH-].[Na+]. Product: [Cl:1][C:2]1[CH:7]=[C:6]2[NH:8][C:9](=[O:45])[C@@:10]3([C@H:14]([CH2:15][C@H:16]([CH3:21])[C:17]([F:18])([F:19])[F:20])[NH:13][C@@H:12]([C:22]([NH:24][C:25]4[CH:34]=[CH:33][C:28]([C:29]([OH:31])=[O:30])=[CH:27][C:26]=4[O:35][CH3:36])=[O:23])[C@@H:11]3[C:37]3[CH:42]=[CH:41][CH:40]=[C:39]([Cl:43])[C:38]=3[F:44])[C:5]2=[CH:4][CH:3]=1. The catalyst class is: 1.